Dataset: Catalyst prediction with 721,799 reactions and 888 catalyst types from USPTO. Task: Predict which catalyst facilitates the given reaction. (1) Reactant: Br[C:2]1[CH:3]=[C:4]([S:9]([NH:12][C:13]2[CH:22]=[CH:21][C:16]([C:17]([O:19][CH3:20])=[O:18])=[C:15]([OH:23])[CH:14]=2)(=[O:11])=[O:10])[CH:5]=[N:6][C:7]=1[Cl:8].[F:24][C:25]1[C:30]([O:31][CH3:32])=[CH:29][CH:28]=[CH:27][C:26]=1B(O)O.CCN(C(C)C)C(C)C.C(Cl)Cl.C(O)(C(F)(F)F)=O. Product: [Cl:8][C:7]1[N:6]=[CH:5][C:4]([S:9]([NH:12][C:13]2[CH:22]=[CH:21][C:16]([C:17]([O:19][CH3:20])=[O:18])=[C:15]([OH:23])[CH:14]=2)(=[O:11])=[O:10])=[CH:3][C:2]=1[C:26]1[CH:27]=[CH:28][CH:29]=[C:30]([O:31][CH3:32])[C:25]=1[F:24]. The catalyst class is: 75. (2) Reactant: [C:1]([C:9]1[CH:15]=[CH:14][C:12]([NH2:13])=[CH:11][CH:10]=1)(=[O:8])[C:2]1[CH:7]=[CH:6][CH:5]=[CH:4][CH:3]=1.C(N(CC)CC)C.[C:23](Cl)(=[O:26])[CH:24]=[CH2:25]. Product: [C:1]([C:9]1[CH:10]=[CH:11][C:12]([NH:13][C:23](=[O:26])[CH:24]=[CH2:25])=[CH:14][CH:15]=1)(=[O:8])[C:2]1[CH:3]=[CH:4][CH:5]=[CH:6][CH:7]=1. The catalyst class is: 2.